Dataset: Reaction yield outcomes from USPTO patents with 853,638 reactions. Task: Predict the reaction yield, written as a fraction of the theoretical maximum amount of product (1.0 means a 100% yield; for example, 0.34 means a 34% yield). The yield is 0.823. The reactants are [Br:1][C:2]1[CH:3]=[C:4]([CH2:8]O)[CH:5]=[N:6][CH:7]=1.[C:10]1(=[O:20])[NH:14][C:13](=[O:15])[C:12]2=[CH:16][CH:17]=[CH:18][CH:19]=[C:11]12.C1C=CC(P(C2C=CC=CC=2)C2C=CC=CC=2)=CC=1.CCOC(/N=N/C(OCC)=O)=O. The catalyst is C1COCC1. The product is [Br:1][C:2]1[CH:3]=[C:4]([CH2:8][N:14]2[C:10](=[O:20])[C:11]3[C:12](=[CH:16][CH:17]=[CH:18][CH:19]=3)[C:13]2=[O:15])[CH:5]=[N:6][CH:7]=1.